From a dataset of Experimentally validated miRNA-target interactions with 360,000+ pairs, plus equal number of negative samples. Binary Classification. Given a miRNA mature sequence and a target amino acid sequence, predict their likelihood of interaction. Result: 0 (no interaction). The protein sequence of the target gene is MLRTESCRPRSPAGQVAAASPLLLLLLLLAWCAGACRGAPILPQGLQPEQQLQLWNEIDDTCSSFLSIDSQPQASNALEELCFMIMGMLPKPQEQDEKDNTKRFLFHYSKTQKLGKSNVVSSVVHPLLQLVPHLHERRMKRFRVDEEFQSPFASQSRGYFLFRPRNGRRSAGFI. The miRNA is hsa-miR-744-3p with sequence CUGUUGCCACUAACCUCAACCU.